This data is from Full USPTO retrosynthesis dataset with 1.9M reactions from patents (1976-2016). The task is: Predict the reactants needed to synthesize the given product. (1) The reactants are: CO[C:3]([C:5]1([CH3:29])[CH2:17][C:16]2[C:15]3[C:10](=[CH:11][CH:12]=[C:13]([O:18][CH:19]([F:21])[F:20])[CH:14]=3)[NH:9][C:8]=2[CH:7]([C:22]2[CH:27]=[CH:26][CH:25]=[C:24]([OH:28])[CH:23]=2)[NH:6]1)=[O:4].[Br:30][CH2:31][CH2:32][N:33]=[C:34]=[O:35].C(=O)(O)[O-].[Na+].[CH3:41][C:42](=[O:45])[CH2:43]C. Given the product [CH:5]([O:45][CH:42]([CH3:43])[CH3:41])([CH3:17])[CH3:3].[Br:30][CH2:31][CH2:32][N:33]1[C:34](=[O:35])[N:6]2[CH:7]([C:22]3[CH:27]=[CH:26][CH:25]=[C:24]([OH:28])[CH:23]=3)[C:8]3[NH:9][C:10]4[C:15]([C:16]=3[CH2:17][C:5]2([CH3:29])[C:3]1=[O:4])=[CH:14][C:13]([O:18][CH:19]([F:21])[F:20])=[CH:12][CH:11]=4, predict the reactants needed to synthesize it. (2) Given the product [CH:24]([C:21]1[CH:20]=[CH:19][C:18]([C:7]2[C:8]3[C:13](=[CH:12][CH:11]=[C:10]([O:14][CH2:15][C:16]#[CH:17])[CH:9]=3)[N:4]([CH2:3][CH:2]([O:1][C:36](=[O:38])[CH3:37])[C:28]3[CH:29]=[CH:30][CH:31]=[CH:32][CH:33]=3)[C:5](=[O:27])[N:6]=2)=[CH:23][CH:22]=1)([CH3:26])[CH3:25], predict the reactants needed to synthesize it. The reactants are: [OH:1][CH:2]([C:28]1[CH:33]=[CH:32][CH:31]=[CH:30][CH:29]=1)[CH2:3][N:4]1[C:13]2[C:8](=[CH:9][C:10]([O:14][CH2:15][C:16]#[CH:17])=[CH:11][CH:12]=2)[C:7]([C:18]2[CH:23]=[CH:22][C:21]([CH:24]([CH3:26])[CH3:25])=[CH:20][CH:19]=2)=[N:6][C:5]1=[O:27].[OH-].[Na+].[C:36](OC(=O)C)(=[O:38])[CH3:37]. (3) Given the product [CH3:48][O:47][CH2:46][CH2:45][O:44][C:42]1[CH:41]=[CH:40][N:39]2[C:35]([C:32]3[CH:31]=[CH:30][C:29]4[C:34](=[C:25]([N:5]5[CH2:4][CH2:3][C:2]([NH:8][C:9](=[O:18])[O:10][CH2:11][C:12]6[CH:17]=[CH:16][CH:15]=[CH:14][CH:13]=6)([CH3:1])[CH2:7][CH2:6]5)[CH:26]=[CH:27][CH:28]=4)[N:33]=3)=[CH:36][N:37]=[C:38]2[CH:43]=1, predict the reactants needed to synthesize it. The reactants are: [CH3:1][C:2]1([NH:8][C:9](=[O:18])[O:10][CH2:11][C:12]2[CH:17]=[CH:16][CH:15]=[CH:14][CH:13]=2)[CH2:7][CH2:6][NH:5][CH2:4][CH2:3]1.FC(F)(F)S(O[C:25]1[CH:26]=[CH:27][CH:28]=[C:29]2[C:34]=1[N:33]=[C:32]([C:35]1[N:39]3[CH:40]=[CH:41][C:42]([O:44][CH2:45][CH2:46][O:47][CH3:48])=[CH:43][C:38]3=[N:37][CH:36]=1)[CH:31]=[CH:30]2)(=O)=O.C([O-])([O-])=O.[Cs+].[Cs+].C1C=CC(P(C2C(C3C(P(C4C=CC=CC=4)C4C=CC=CC=4)=CC=C4C=3C=CC=C4)=C3C(C=CC=C3)=CC=2)C2C=CC=CC=2)=CC=1. (4) Given the product [NH2:65][C:63]1[CH:62]=[CH:61][C:43]([O:44][C:45]2[C:54]3[C:49](=[CH:50][C:51]([O:59][CH3:60])=[C:52]([C:55]([NH:57][CH3:58])=[O:56])[CH:53]=3)[N:48]=[CH:47][CH:46]=2)=[C:42]([F:41])[CH:64]=1.[F:80][C:77]([F:78])([F:79])[C:74]1[CH:75]=[CH:76][C:71]([CH2:70][C:69]([N:68]=[C:66]=[S:67])=[O:81])=[CH:72][CH:73]=1, predict the reactants needed to synthesize it. The reactants are: FC1C=C(NC(NC(=O)CC2C=CC=CC=2)=S)C=CC=1OC1C2C(=CC(OC)=C(C(OC(C)(C)C)=O)C=2)N=CC=1.[F:41][C:42]1[CH:64]=[C:63]([NH:65][C:66]([NH:68][C:69](=[O:81])[CH2:70][C:71]2[CH:76]=[CH:75][C:74]([C:77]([F:80])([F:79])[F:78])=[CH:73][CH:72]=2)=[S:67])[CH:62]=[CH:61][C:43]=1[O:44][C:45]1[C:54]2[C:49](=[CH:50][C:51]([O:59][CH3:60])=[C:52]([C:55]([NH:57][CH3:58])=[O:56])[CH:53]=2)[N:48]=[CH:47][CH:46]=1. (5) Given the product [CH3:26][O:27][C:28]1[CH:33]=[C:32]([O:34][CH3:35])[CH:31]=[CH:30][C:29]=1[NH:36][C:37]([NH:23][C:22]1[CH:24]=[CH:25][C:19]([C:9]2[N:8]=[C:7]([N:1]3[CH2:2][CH2:3][O:4][CH2:5][CH2:6]3)[N:12]=[C:11]([N:13]3[CH2:18][CH2:17][O:16][CH2:15][CH2:14]3)[N:10]=2)=[CH:20][CH:21]=1)=[O:38], predict the reactants needed to synthesize it. The reactants are: [N:1]1([C:7]2[N:12]=[C:11]([N:13]3[CH2:18][CH2:17][O:16][CH2:15][CH2:14]3)[N:10]=[C:9]([C:19]3[CH:25]=[CH:24][C:22]([NH2:23])=[CH:21][CH:20]=3)[N:8]=2)[CH2:6][CH2:5][O:4][CH2:3][CH2:2]1.[CH3:26][O:27][C:28]1[CH:33]=[C:32]([O:34][CH3:35])[CH:31]=[CH:30][C:29]=1[N:36]=[C:37]=[O:38]. (6) Given the product [F:1][C:2]([F:23])([F:24])[C:3]1[N:8]=[CH:7][C:6]([O:9][C:10]2[CH:11]=[C:12]3[C:17](=[CH:18][CH:19]=2)[N:16]=[C:15]([C:20]([N:54]2[CH2:57][CH:56]([NH:58][C:59](=[O:65])[O:60][C:61]([CH3:63])([CH3:62])[CH3:64])[CH2:55]2)=[O:21])[CH:14]=[CH:13]3)=[CH:5][CH:4]=1, predict the reactants needed to synthesize it. The reactants are: [F:1][C:2]([F:24])([F:23])[C:3]1[N:8]=[CH:7][C:6]([O:9][C:10]2[CH:11]=[C:12]3[C:17](=[CH:18][CH:19]=2)[N:16]=[C:15]([C:20](O)=[O:21])[CH:14]=[CH:13]3)=[CH:5][CH:4]=1.F[B-](F)(F)F.N1(OC(N(C)C)=[N+](C)C)C2C=CC=CC=2N=N1.C(N(CC)CC)C.[NH:54]1[CH2:57][CH:56]([NH:58][C:59](=[O:65])[O:60][C:61]([CH3:64])([CH3:63])[CH3:62])[CH2:55]1. (7) Given the product [C:28]([NH:1][C@H:2]([C:17]([NH:19][CH2:20][CH3:21])=[O:18])[CH2:3][C:4]1[CH:16]=[CH:15][C:7]([C:8]([O:10][C:11]([CH3:12])([CH3:13])[CH3:14])=[O:9])=[CH:6][CH:5]=1)(=[O:30])[CH3:29], predict the reactants needed to synthesize it. The reactants are: [NH2:1][C@H:2]([C:17]([NH:19][CH2:20][CH3:21])=[O:18])[CH2:3][C:4]1[CH:16]=[CH:15][C:7]([C:8]([O:10][C:11]([CH3:14])([CH3:13])[CH3:12])=[O:9])=[CH:6][CH:5]=1.N1C=CC=CC=1.[C:28](OC(=O)C)(=[O:30])[CH3:29]. (8) Given the product [F:1][C:2]1[CH:7]=[CH:6][C:5]([N:8]2[CH2:14][CH2:13][CH2:12][CH2:11][CH:10]([C:15]([OH:17])=[O:16])[C:9]2=[O:25])=[CH:4][CH:3]=1, predict the reactants needed to synthesize it. The reactants are: [F:1][C:2]1[CH:7]=[CH:6][C:5]([N:8]2[CH2:14][CH2:13][CH2:12][CH2:11][CH:10]([C:15]([O:17]CC3C=CC=CC=3)=[O:16])[C:9]2=[O:25])=[CH:4][CH:3]=1. (9) Given the product [CH:6]1([CH2:1][N:7]2[CH2:13][CH2:12][CH2:11][C:10]3[CH:15]=[C:16]([OH:19])[CH:17]=[CH:18][C:9]=3[C:8]2=[O:21])[CH2:22][CH2:2][CH2:3][CH2:4][CH2:5]1, predict the reactants needed to synthesize it. The reactants are: [CH:1]1([N:7]2[CH:13](C)[CH2:12][CH2:11][C:10]3[CH:15]=[C:16]([O:19]C)[CH:17]=[CH:18][C:9]=3[C:8]2=[O:21])[CH2:6][CH2:5][CH2:4][CH2:3][CH2:2]1.[C:22](O)(=O)C.Br.